Dataset: Forward reaction prediction with 1.9M reactions from USPTO patents (1976-2016). Task: Predict the product of the given reaction. (1) Given the reactants [CH2:1]([N:8]1[CH2:13][CH2:12][CH:11]([NH2:14])[CH2:10][CH2:9]1)[C:2]1[CH:7]=[CH:6][CH:5]=[CH:4][CH:3]=1.ClCCl.C(N(CC)CC)C.[Br:25][CH2:26][CH2:27][CH2:28][CH2:29][C:30](Cl)=[O:31], predict the reaction product. The product is: [CH2:1]([N:8]1[CH2:13][CH2:12][CH:11]([NH:14][C:30](=[O:31])[CH2:29][CH2:28][CH2:27][CH2:26][Br:25])[CH2:10][CH2:9]1)[C:2]1[CH:3]=[CH:4][CH:5]=[CH:6][CH:7]=1. (2) Given the reactants F[C:2]1[CH:30]=[CH:29][C:28]([C:31]([F:34])([F:33])[F:32])=[CH:27][C:3]=1[C:4]([NH:6][CH2:7][C:8](=[O:26])[NH:9][CH:10]1[CH2:13][N:12]([CH:14]2[CH2:19][CH2:18][CH:17]([C:20]3[CH:25]=[CH:24][CH:23]=[CH:22][CH:21]=3)[CH2:16][CH2:15]2)[CH2:11]1)=[O:5].[CH3:35][NH:36][CH3:37], predict the reaction product. The product is: [CH3:35][N:36]([CH3:37])[C:2]1[CH:30]=[CH:29][C:28]([C:31]([F:34])([F:33])[F:32])=[CH:27][C:3]=1[C:4]([NH:6][CH2:7][C:8](=[O:26])[NH:9][CH:10]1[CH2:11][N:12]([CH:14]2[CH2:19][CH2:18][CH:17]([C:20]3[CH:21]=[CH:22][CH:23]=[CH:24][CH:25]=3)[CH2:16][CH2:15]2)[CH2:13]1)=[O:5]. (3) Given the reactants [Br:1][C:2]1[CH:3]=[C:4]([N+:18]([O-:20])=[O:19])[C:5](C2C=CC(C(OC)=O)=CC=2)=[N:6][CH:7]=1.[CH3:21][S:22]([C:25]1[CH:26]=[CH:27][C:28]([O:40][CH3:41])=[C:29](B2OC(C)(C)C(C)(C)O2)[CH:30]=1)(=[O:24])=[O:23], predict the reaction product. The product is: [Br:1][C:2]1[CH:3]=[C:4]([N+:18]([O-:20])=[O:19])[C:5]([C:29]2[CH:30]=[C:25]([S:22]([CH3:21])(=[O:23])=[O:24])[CH:26]=[CH:27][C:28]=2[O:40][CH3:41])=[N:6][CH:7]=1. (4) Given the reactants C(OC(=O)[NH:7][CH:8]([CH:11]([C:17]1[CH:21]=[C:20]([CH:22]([CH3:24])[CH3:23])[O:19][N:18]=1)[O:12][Si](C)(C)C)[CH2:9][CH3:10])(C)(C)C.[ClH:26], predict the reaction product. The product is: [ClH:26].[NH2:7][CH:8]([CH2:9][CH3:10])[CH:11]([C:17]1[CH:21]=[C:20]([CH:22]([CH3:23])[CH3:24])[O:19][N:18]=1)[OH:12]. (5) The product is: [CH3:1][O:2][C:3](=[O:12])[C:4]1[CH:9]=[CH:8][C:7]([CH2:10][NH:11][C:20]([O:22][C:23]([CH3:26])([CH3:25])[CH3:24])=[O:21])=[CH:6][CH:5]=1. Given the reactants [CH3:1][O:2][C:3](=[O:12])[C:4]1[CH:9]=[CH:8][C:7]([CH2:10][NH2:11])=[CH:6][CH:5]=1.C(N(CC)CC)C.[C:20](O[C:20]([O:22][C:23]([CH3:26])([CH3:25])[CH3:24])=[O:21])([O:22][C:23]([CH3:26])([CH3:25])[CH3:24])=[O:21].O, predict the reaction product. (6) Given the reactants [NH2:1][C@@H:2]([CH2:28][C:29]1[CH:34]=[C:33]([F:35])[CH:32]=[C:31]([F:36])[CH:30]=1)[C@@H:3]([C@H:12]1[CH2:16][C@@H:15]([O:17][CH2:18][CH2:19][CH3:20])[CH2:14][N:13]1C(OC(C)(C)C)=O)[O:4][Si](C(C)(C)C)(C)C.[Si](O[C@H]([C@H]1C[C@@H](OCCC)CN1C(OC(C)(C)C)=O)[C@@H:46]([NH:56][C:57](=[O:67])[C:58]1[CH:63]=[CH:62][CH:61]=[C:60]([C:64](=[O:66])N)[CH:59]=1)[CH2:47][C:48]1C=C(F)C=C(F)C=1)(C(C)(C)C)(C)C.[C:84](OC(N1C[C@H](OCCC)C[C@@H]1[C@@H](O[Si](C(C)(C)C)(C)C)[C@@H](NC(C1C=C(C=CC=1)C(O)=O)=O)CC1C=C(F)C=C(F)C=1)=O)(C)(C)C.CCN(C(C)C)C(C)C.CN(C(ON1N=NC2C=CC=NC1=2)=[N+](C)C)C.F[P-](F)(F)(F)(F)F.CNCCC, predict the reaction product. The product is: [F:35][C:33]1[CH:34]=[C:29]([CH2:28][C@H:2]([NH:1][C:64](=[O:66])[C:60]2[CH:61]=[CH:62][CH:63]=[C:58]([C:57]([N:56]([CH3:84])[CH2:46][CH2:47][CH3:48])=[O:67])[CH:59]=2)[C@H:3]([OH:4])[C@H:12]2[CH2:16][C@@H:15]([O:17][CH2:18][CH2:19][CH3:20])[CH2:14][NH:13]2)[CH:30]=[C:31]([F:36])[CH:32]=1. (7) Given the reactants C(OC([NH:8][C:9]1[S:13][C:12]([C:14]([N:16]([CH3:29])[CH2:17][CH2:18][CH2:19][N:20]([CH3:28])[C:21](=[O:27])[O:22][C:23]([CH3:26])([CH3:25])[CH3:24])=[O:15])=[C:11]([CH3:30])[CH:10]=1)=O)(C)(C)C.FC(F)(F)C(O)=O.C(N(CC)CC)C.C(OC(OC(C)(C)C)=O)(OC(C)(C)C)=O, predict the reaction product. The product is: [NH2:8][C:9]1[S:13][C:12]([C:14]([N:16]([CH3:29])[CH2:17][CH2:18][CH2:19][N:20]([CH3:28])[C:21](=[O:27])[O:22][C:23]([CH3:26])([CH3:24])[CH3:25])=[O:15])=[C:11]([CH3:30])[CH:10]=1. (8) The product is: [F:18][C:2]([F:1])([F:17])[C:3]1([C:6]2[CH:7]=[C:8]([CH:14]=[CH:15][CH:16]=2)[C:9]([OH:11])=[O:10])[N:4]=[N:5]1. Given the reactants [F:1][C:2]([F:18])([F:17])[C:3]1([C:6]2[CH:7]=[C:8]([CH:14]=[CH:15][CH:16]=2)[C:9]([O:11]CC)=[O:10])[N:5]=[N:4]1.C1COCC1.[OH-].[Li+].Cl, predict the reaction product. (9) Given the reactants C[O:2][C:3]([C:5]1[S:6][C:7]([C:20]2[CH:25]=[CH:24][CH:23]=[CH:22][CH:21]=2)=[CH:8][C:9]=1[NH:10][C:11](=[O:19])[C:12]1[CH:17]=[CH:16][C:15]([Cl:18])=[CH:14][CH:13]=1)=[O:4].O1CCCC1.CO.[OH-].[Li+], predict the reaction product. The product is: [Cl:18][C:15]1[CH:16]=[CH:17][C:12]([C:11]([NH:10][C:9]2[CH:8]=[C:7]([C:20]3[CH:25]=[CH:24][CH:23]=[CH:22][CH:21]=3)[S:6][C:5]=2[C:3]([OH:4])=[O:2])=[O:19])=[CH:13][CH:14]=1.